This data is from Forward reaction prediction with 1.9M reactions from USPTO patents (1976-2016). The task is: Predict the product of the given reaction. (1) Given the reactants [N+:1]([C:4]1[CH:9]=[CH:8][C:7]([C:10]2[NH:11][C:12]([C:15]3[CH:20]=[CH:19][C:18]([N+]([O-])=O)=[CH:17][CH:16]=3)=[CH:13][N:14]=2)=[CH:6][CH:5]=1)([O-:3])=[O:2].C([O-])(O)=O.[Na+].[C:29](C1C=CC(C(=O)CBr)=CC=1)#[N:30], predict the reaction product. The product is: [N+:1]([C:4]1[CH:9]=[CH:8][C:7]([C:10]2[NH:11][C:12]([C:15]3[CH:20]=[CH:19][C:18]([C:29]#[N:30])=[CH:17][CH:16]=3)=[CH:13][N:14]=2)=[CH:6][CH:5]=1)([O-:3])=[O:2]. (2) Given the reactants [O:1]=[C:2]1[C:8]([NH:9][C:10](=[O:22])[C:11]2[CH:16]=[CH:15][C:14]([C:17]([F:20])([F:19])[F:18])=[CH:13][C:12]=2[OH:21])=[CH:7][C:6](=[O:23])[CH:5]2[CH:3]1[O:4]2.C(O[BH-](OC(=O)C)OC(=O)C)(=O)C.[Na+], predict the reaction product. The product is: [OH:21][C:12]1[CH:13]=[C:14]([C:17]([F:20])([F:18])[F:19])[CH:15]=[CH:16][C:11]=1[C:10]([NH:9][C:8]1[CH:2]([OH:1])[CH:3]2[CH:5]([C:6](=[O:23])[CH:7]=1)[O:4]2)=[O:22]. (3) Given the reactants [OH:1][C:2]1[CH:7]=[C:6]([C:8]2[CH:13]=[CH:12][CH:11]=[CH:10][CH:9]=2)[N:5]=[C:4]([C:14]([OH:16])=O)[CH:3]=1.[N:17]1[C:25]2[C:20](=[N:21][CH:22]=[CH:23][CH:24]=2)[S:19][C:18]=1[C:26]1[CH:31]=[CH:30][CH:29]=[CH:28][C:27]=1[NH2:32].CN(C(ON1N=NC2C=CC=NC1=2)=[N+](C)C)C.F[P-](F)(F)(F)(F)F.CCN(C(C)C)C(C)C, predict the reaction product. The product is: [N:17]1[C:25]2[C:20](=[N:21][CH:22]=[CH:23][CH:24]=2)[S:19][C:18]=1[C:26]1[CH:31]=[CH:30][CH:29]=[CH:28][C:27]=1[NH:32][C:14]([C:4]1[CH:3]=[C:2]([OH:1])[CH:7]=[C:6]([C:8]2[CH:9]=[CH:10][CH:11]=[CH:12][CH:13]=2)[N:5]=1)=[O:16]. (4) Given the reactants Br[C:2]1[CH:3]=[CH:4][C:5]([C:8]2[CH2:12][C@@H:11]([CH2:13][N:14]3[CH2:19][CH2:18][CH2:17][CH2:16][CH2:15]3)[O:10][N:9]=2)=[N:6][CH:7]=1.[F:20][C:21]1[CH:22]=[C:23]([N:36]2[CH2:40][C@H:39]([CH2:41][N:42]3[CH:46]=[CH:45][N:44]=[N:43]3)[O:38][C:37]2=[O:47])[CH:24]=[CH:25][C:26]=1B1OC(C)(C)C(C)(C)O1.C(=O)([O-])[O-].[K+].[K+], predict the reaction product. The product is: [F:20][C:21]1[CH:22]=[C:23]([N:36]2[CH2:40][C@H:39]([CH2:41][N:42]3[CH:46]=[CH:45][N:44]=[N:43]3)[O:38][C:37]2=[O:47])[CH:24]=[CH:25][C:26]=1[C:2]1[CH:7]=[N:6][C:5]([C:8]2[CH2:12][C@@H:11]([CH2:13][N:14]3[CH2:19][CH2:18][CH2:17][CH2:16][CH2:15]3)[O:10][N:9]=2)=[CH:4][CH:3]=1.